Dataset: Reaction yield outcomes from USPTO patents with 853,638 reactions. Task: Predict the reaction yield, written as a fraction of the theoretical maximum amount of product (1.0 means a 100% yield; for example, 0.34 means a 34% yield). (1) The reactants are [Cl:1][C:2]1[N:3]=[C:4]([C:9]([NH:11][C@H:12]2[CH2:17][CH2:16][N:15]([C:18]3[S:19][C:20]([C:24]([O:26]CC)=[O:25])=[C:21]([CH3:23])[N:22]=3)[CH2:14][C@H:13]2[O:29][CH2:30][CH:31]([F:33])[F:32])=[O:10])[NH:5][C:6]=1[CH2:7][CH3:8].[OH-].[Li+].CO. The catalyst is C1COCC1. The product is [Cl:1][C:2]1[N:3]=[C:4]([C:9]([NH:11][C@H:12]2[CH2:17][CH2:16][N:15]([C:18]3[S:19][C:20]([C:24]([OH:26])=[O:25])=[C:21]([CH3:23])[N:22]=3)[CH2:14][C@H:13]2[O:29][CH2:30][CH:31]([F:33])[F:32])=[O:10])[NH:5][C:6]=1[CH2:7][CH3:8]. The yield is 0.710. (2) The reactants are C([O:8][C@@H:9]1[C@@H:17]([C@H:18]([OH:23])[C:19]([F:22])([F:21])[F:20])[O:16][C@H:15]2[C@H:11]([N:12]=[C:13]([N:24](C)[C:25](=O)OC(C)(C)C)[S:14]2)[CH2:10]1)C1C=CC=CC=1.B(Cl)(Cl)Cl. The catalyst is C(Cl)Cl. The product is [CH3:25][NH:24][C:13]1[S:14][C@H:15]2[O:16][C@H:17]([C@H:18]([OH:23])[C:19]([F:22])([F:20])[F:21])[C@@H:9]([OH:8])[CH2:10][C@H:11]2[N:12]=1. The yield is 0.820. (3) The reactants are [C:1]([C:3]1[CH:8]=[CH:7][C:6]([C:9]2([O:12][CH2:13][C:14]([CH3:17])([CH3:16])[CH3:15])[CH2:11][CH2:10]2)=[CH:5][C:4]=1C)#[CH:2].[CH3:19][O:20][C:21](=[O:30])[CH2:22][C:23]1[CH:28]=[CH:27][C:26](I)=[CH:25][CH:24]=1.[CH2:31](N(CC)CC)C. The catalyst is [Cu]I.Cl[Pd](Cl)([P](C1C=CC=CC=1)(C1C=CC=CC=1)C1C=CC=CC=1)[P](C1C=CC=CC=1)(C1C=CC=CC=1)C1C=CC=CC=1. The product is [CH3:17][C:14]([CH3:15])([CH3:16])[CH2:13][O:12][C:9]1([C:6]2[CH:5]=[CH:4][C:3]([C:1]#[C:2][C:26]3[CH:27]=[CH:28][C:23]([CH2:22][C:21]([O:20][CH3:19])=[O:30])=[CH:24][CH:25]=3)=[CH:8][C:7]=2[CH3:31])[CH2:10][CH2:11]1. The yield is 0.830. (4) The reactants are [Cl:1][C:2]1[N:7]=[C:6]([CH3:8])[CH:5]=[CH:4][CH:3]=1.[F:9][C:10]1[CH:20]=[CH:19][C:13]([C:14](OCC)=[O:15])=[CH:12][CH:11]=1.C[Si]([N-][Si](C)(C)C)(C)C.[Li+]. The catalyst is O1CCCC1. The product is [Cl:1][C:2]1[N:7]=[C:6]([CH2:8][C:14]([C:13]2[CH:19]=[CH:20][C:10]([F:9])=[CH:11][CH:12]=2)=[O:15])[CH:5]=[CH:4][CH:3]=1. The yield is 0.660. (5) The reactants are [CH:1]1([NH:5][C:6]2[N:7]=[N:8][C:9]([C:12]#[C:13][Si](C)(C)C)=[CH:10][CH:11]=2)[CH2:4][CH2:3][CH2:2]1. The catalyst is C(Cl)Cl.CCCC[N+](CCCC)(CCCC)CCCC.[F-]. The product is [CH:1]1([NH:5][C:6]2[N:7]=[N:8][C:9]([C:12]#[CH:13])=[CH:10][CH:11]=2)[CH2:4][CH2:3][CH2:2]1. The yield is 0.751.